Dataset: Forward reaction prediction with 1.9M reactions from USPTO patents (1976-2016). Task: Predict the product of the given reaction. Given the reactants [Cl:1][C:2]1[CH:3]=[N:4][CH:5]=[C:6]([Cl:21])[C:7]=1[CH2:8][CH:9]([C:11]1[CH:16]=[CH:15][C:14]([O:17][CH3:18])=[C:13]([O:19][CH3:20])[CH:12]=1)[OH:10].[CH3:22][O:23][C:24]1[CH:25]=[C:26]2[C:31](=[CH:32][CH:33]=1)[CH:30]=[C:29]([C@@H:34]([CH3:38])[C:35](O)=[O:36])[CH:28]=[CH:27]2.C(Cl)CCl.O, predict the reaction product. The product is: [Cl:21][C:6]1[CH:5]=[N:4][CH:3]=[C:2]([Cl:1])[C:7]=1[CH2:8][C@@H:9]([O:10][C:35](=[O:36])[CH:34]([C:29]1[CH:28]=[CH:27][C:26]2[C:31](=[CH:32][CH:33]=[C:24]([O:23][CH3:22])[CH:25]=2)[CH:30]=1)[CH3:38])[C:11]1[CH:16]=[CH:15][C:14]([O:17][CH3:18])=[C:13]([O:19][CH3:20])[CH:12]=1.